From a dataset of Full USPTO retrosynthesis dataset with 1.9M reactions from patents (1976-2016). Predict the reactants needed to synthesize the given product. (1) The reactants are: [C@@H:1]12[CH2:14][C@@H:11]([CH2:12][CH2:13]1)[C:10]1[CH:9]=[C:8]3[N:3]([CH2:4][CH2:5][NH:6][C:7]3=[O:15])[C:2]2=1.Br[C:17]1[N:24]=[CH:23][CH:22]=[C:21]([Cl:25])[C:18]=1[CH:19]=[O:20].C([O-])(=O)C.[K+].CC1(C)C2C(=C(P(C3C=CC=CC=3)C3C=CC=CC=3)C=CC=2)OC2C(P(C3C=CC=CC=3)C3C=CC=CC=3)=CC=CC1=2. Given the product [Cl:25][C:21]1[CH:22]=[CH:23][N:24]=[C:17]([N:6]2[C:7](=[O:15])[C:8]3[N:3]([C:2]4[C@H:1]5[CH2:14][C@@H:11]([C:10]=4[CH:9]=3)[CH2:12][CH2:13]5)[CH2:4][CH2:5]2)[C:18]=1[CH:19]=[O:20], predict the reactants needed to synthesize it. (2) Given the product [CH3:1][C:2]1[CH:3]=[CH:4][C:5]([CH2:6][O:7][C:8]([N:10]2[CH2:15][CH2:14][CH:13]([CH2:16][NH:17][C:18]3[C:23]([CH3:24])=[CH:22][CH:21]=[CH:20][N:19]=3)[CH2:12][CH2:11]2)=[O:9])=[CH:26][CH:27]=1, predict the reactants needed to synthesize it. The reactants are: [CH3:1][C:2]1[CH:27]=[CH:26][C:5]([CH2:6][O:7][C:8]([N:10]2[CH2:15][CH2:14][CH:13]([C:16](=O)[NH:17][C:18]3[C:23]([CH3:24])=[CH:22][CH:21]=[CH:20][N:19]=3)[CH2:12][CH2:11]2)=[O:9])=[CH:4][CH:3]=1.B.C1COCC1. (3) Given the product [Br:6][C:7]1[CH:8]=[C:9]([C:13]2[S:14][C:15]([CH3:19])=[C:16]([CH3:18])[CH:17]=2)[S:10][C:11]=1[CH3:2], predict the reactants needed to synthesize it. The reactants are: [Li][CH2:2]CCC.[Br:6][C:7]1[CH:8]=[C:9]([C:13]2[S:14][C:15]([CH3:19])=[C:16]([CH3:18])[CH:17]=2)[S:10][C:11]=1Br.IC. (4) Given the product [CH3:45][S:46]([C:49]1[CH:50]=[CH:51][C:52]([CH2:55][NH:56][C:12]([C:4]2[C:3](=[O:15])[C:2]([I:16])=[C:7]([CH3:8])[N:6]([CH2:9][CH2:11][O:64][CH3:60])[CH:5]=2)=[O:14])=[N:53][CH:54]=1)(=[O:48])=[O:47], predict the reactants needed to synthesize it. The reactants are: Br[C:2]1[C:3](=[O:15])[C:4]([C:12]([OH:14])=O)=[CH:5][N:6]([CH:9]([CH3:11])C)[C:7]=1[CH3:8].[I:16]C1C(=O)C(C(O)=O)=CN(CCOC)C=1C.Cl.CS(C1C=CC(CN)=CC=1)(=O)=O.[CH3:45][S:46]([C:49]1[CH:50]=[CH:51][C:52]([CH2:55][NH2:56])=[N:53][CH:54]=1)(=[O:48])=[O:47].CN([C:60]([O:64]N1N=NC2C=CC=CC1=2)=[N+](C)C)C.F[P-](F)(F)(F)(F)F.CN(C(ON1N=NC2C=CC=CC1=2)=[N+](C)C)C.[B-](F)(F)(F)F. (5) Given the product [CH3:6][OH:8].[NH4+:3].[OH-:28].[F:19][C:10]1[CH:11]=[C:12]([NH:15][C:16](=[O:18])[CH3:17])[CH:13]=[CH:14][C:9]=1[O:8][C:6]1[CH:5]=[CH:4][N:3]=[C:2]([NH:25][C:24]2[CH:26]=[CH:27][C:21]([F:20])=[CH:22][CH:23]=2)[N:7]=1, predict the reactants needed to synthesize it. The reactants are: Cl[C:2]1[N:7]=[C:6]([O:8][C:9]2[CH:14]=[CH:13][C:12]([NH:15][C:16](=[O:18])[CH3:17])=[CH:11][C:10]=2[F:19])[CH:5]=[CH:4][N:3]=1.[F:20][C:21]1[CH:27]=[CH:26][C:24]([NH2:25])=[CH:23][CH:22]=1.[O:28]1CCOCC1. (6) Given the product [Cl:1][C:2]1[C:3]([O:11][CH2:12][C:13]([F:15])([F:16])[F:14])=[N:4][CH:5]=[C:6]([CH:10]=1)[C:7]([O:9][CH3:22])=[O:8], predict the reactants needed to synthesize it. The reactants are: [Cl:1][C:2]1[C:3]([O:11][CH2:12][C:13]([F:16])([F:15])[F:14])=[N:4][CH:5]=[C:6]([CH:10]=1)[C:7]([OH:9])=[O:8].S(=O)(=O)(O)O.[CH3:22]O. (7) Given the product [C:1]([O:5][C:6]([NH:8][CH:9]([C:15]1[CH:16]=[CH:17][C:18]([C:19]([NH:24][C:25]2[CH:30]=[C:29]([C:31]3[S:32][CH:33]=[CH:34][CH:35]=3)[CH:28]=[CH:27][C:26]=2[NH:36][C:37]([O:38][C:39]([CH3:42])([CH3:41])[CH3:40])=[O:43])=[O:20])=[CH:22][CH:23]=1)[C:10]([O:12][CH2:13][CH3:14])=[O:11])=[O:7])([CH3:4])([CH3:3])[CH3:2], predict the reactants needed to synthesize it. The reactants are: [C:1]([O:5][C:6]([NH:8][CH:9]([C:15]1[CH:23]=[CH:22][C:18]([C:19](O)=[O:20])=[CH:17][CH:16]=1)[C:10]([O:12][CH2:13][CH3:14])=[O:11])=[O:7])([CH3:4])([CH3:3])[CH3:2].[NH2:24][C:25]1[CH:30]=[C:29]([C:31]2[S:32][CH:33]=[CH:34][CH:35]=2)[CH:28]=[CH:27][C:26]=1[NH:36][C:37](=[O:43])[O:38][C:39]([CH3:42])([CH3:41])[CH3:40].F[P-](F)(F)(F)(F)F.N1(O[P+](N(C)C)(N(C)C)N(C)C)C2C=CC=CC=2N=N1.CCN(C(C)C)C(C)C.C([O-])(O)=O.[Na+]. (8) Given the product [CH2:11]([N:13]([CH2:14][C:15]([CH2:21][NH:22][C:23]1[CH:31]=[CH:30][CH:29]=[C:28]2[C:24]=1[CH:25]=[N:26][N:27]2[C:32]1[CH:33]=[CH:34][C:35]([F:38])=[CH:36][CH:37]=1)([OH:20])[C:16]([F:18])([F:19])[F:17])[C:4](=[O:6])[C:3]1[CH:7]=[CH:8][CH:9]=[CH:10][C:2]=1[F:1])[CH3:12], predict the reactants needed to synthesize it. The reactants are: [F:1][C:2]1[CH:10]=[CH:9][CH:8]=[CH:7][C:3]=1[C:4]([OH:6])=O.[CH2:11]([NH:13][CH2:14][C:15]([CH2:21][NH:22][C:23]1[CH:31]=[CH:30][CH:29]=[C:28]2[C:24]=1[CH:25]=[N:26][N:27]2[C:32]1[CH:37]=[CH:36][C:35]([F:38])=[CH:34][CH:33]=1)([OH:20])[C:16]([F:19])([F:18])[F:17])[CH3:12].